From a dataset of Reaction yield outcomes from USPTO patents with 853,638 reactions. Predict the reaction yield, written as a fraction of the theoretical maximum amount of product (1.0 means a 100% yield; for example, 0.34 means a 34% yield). The reactants are Br[C:2]1[C:11]([CH3:12])=[CH:10][C:5]2[C:6]([CH3:9])=[N:7][O:8][C:4]=2[CH:3]=1.[NH2:13][C:14]1[CH:19]=[CH:18][C:17](B2OC(C)(C)C(C)(C)O2)=[CH:16][N:15]=1.[O-]P([O-])([O-])=O.[K+].[K+].[K+].CC(=O)OCC. The catalyst is C(#N)C.O1CCOCC1.O. The product is [CH3:9][C:6]1[C:5]2[CH:10]=[C:11]([CH3:12])[C:2]([C:17]3[CH:18]=[CH:19][C:14]([NH2:13])=[N:15][CH:16]=3)=[CH:3][C:4]=2[O:8][N:7]=1. The yield is 0.919.